From a dataset of Forward reaction prediction with 1.9M reactions from USPTO patents (1976-2016). Predict the product of the given reaction. (1) Given the reactants [CH3:1][O:2][C:3](=[O:21])[C:4]1[CH:13]=[C:12]([NH:14][C:15](=[O:20])[CH2:16][CH2:17][CH2:18]Br)[CH:11]=[C:6]([C:7]([O:9][CH3:10])=[O:8])[CH:5]=1.C1CCN2C(=NCCC2)CC1, predict the reaction product. The product is: [CH3:1][O:2][C:3](=[O:21])[C:4]1[CH:13]=[C:12]([N:14]2[CH2:18][CH2:17][CH2:16][C:15]2=[O:20])[CH:11]=[C:6]([C:7]([O:9][CH3:10])=[O:8])[CH:5]=1. (2) Given the reactants Cl.O1[C:6]2([CH2:11][CH2:10][CH:9]([N:12]3[CH2:16][CH2:15][C@@H:14]([NH:17]C(=O)OC(C)(C)C)[CH2:13]3)[CH2:8][CH2:7]2)[O:5]CC1.C([O-])([O-])=O.[Na+].[Na+], predict the reaction product. The product is: [NH2:17][C@@H:14]1[CH2:15][CH2:16][N:12]([CH:9]2[CH2:10][CH2:11][C:6](=[O:5])[CH2:7][CH2:8]2)[CH2:13]1. (3) Given the reactants [C:1]([O:5][C:6]([N:8]1[CH2:13][CH2:12][N:11]([S:14]([C:17]2[CH:18]=[C:19]([CH:23]=[CH:24][C:25]=2F)[C:20]([OH:22])=[O:21])(=[O:16])=[O:15])[CH2:10][CH2:9]1)=[O:7])([CH3:4])([CH3:3])[CH3:2].[CH3:27][C:28]1[CH:29]=[C:30]([OH:35])[CH:31]=[C:32]([CH3:34])[CH:33]=1.[H-].[Na+].CN1CCCC1=O, predict the reaction product. The product is: [C:1]([O:5][C:6]([N:8]1[CH2:13][CH2:12][N:11]([S:14]([C:17]2[CH:18]=[C:19]([CH:23]=[CH:24][C:25]=2[O:35][C:30]2[CH:31]=[C:32]([CH3:34])[CH:33]=[C:28]([CH3:27])[CH:29]=2)[C:20]([OH:22])=[O:21])(=[O:16])=[O:15])[CH2:10][CH2:9]1)=[O:7])([CH3:4])([CH3:3])[CH3:2]. (4) Given the reactants [C:1]1(=[O:12])[C:7]2[CH:8]=[CH:9][CH:10]=[CH:11][C:6]=2[CH2:5][CH2:4][CH2:3][NH:2]1.[F:13][B-:14]([F:17])([F:16])[F:15].[CH3:18][O+](C)C, predict the reaction product. The product is: [F:13][B-:14]([F:17])([F:16])[F:15].[CH3:18][O:12][C:1]1[C:7]2[CH:8]=[CH:9][CH:10]=[CH:11][C:6]=2[CH2:5][CH2:4][CH2:3][N:2]=1. (5) Given the reactants [CH3:1][O:2][C:3](=[O:21])[CH2:4][N:5]1[C:9]2[C:10]([CH3:15])=[CH:11][C:12]([CH3:14])=[CH:13][C:8]=2[N:7]([CH2:16][C:17]([OH:19])=O)[C:6]1=[O:20].Cl.[CH3:23][NH:24][CH3:25].C(Cl)CCl.C1C=CC2N(O)N=NC=2C=1.C(N(CC)C(C)C)(C)C, predict the reaction product. The product is: [CH3:23][N:24]([CH3:25])[C:17](=[O:19])[CH2:16][N:7]1[C:8]2[CH:13]=[C:12]([CH3:14])[CH:11]=[C:10]([CH3:15])[C:9]=2[N:5]([CH2:4][C:3]([O:2][CH3:1])=[O:21])[C:6]1=[O:20]. (6) Given the reactants [CH3:1][O:2][C:3]([C@H:5]1[CH:11]([C:12]2[CH:17]=[CH:16][C:15]([Sn](C)(C)C)=[CH:14][CH:13]=2)[CH2:10][C@H:9]2[N:22]([CH3:23])[C@@H:6]1[CH2:7][CH2:8]2)=[O:4].Br[C:25]1[CH:29]=[CH:28][S:27][CH:26]=1, predict the reaction product. The product is: [CH3:1][O:2][C:3]([C@H:5]1[C@@H:11]([C:12]2[CH:17]=[CH:16][C:15]([C:25]3[CH:29]=[CH:28][S:27][CH:26]=3)=[CH:14][CH:13]=2)[CH2:10][C@H:9]2[N:22]([CH3:23])[C@@H:6]1[CH2:7][CH2:8]2)=[O:4]. (7) Given the reactants [CH3:1][O:2][C:3](=[O:26])[CH2:4][C:5]1[C:14]([CH3:15])=[C:13](B2OC(C)(C)C(C)(C)O2)[C:12]2[C:7](=[CH:8][CH:9]=[C:10]([F:25])[CH:11]=2)[CH:6]=1.Br[C:28]1[CH:33]=[CH:32][C:31]([S:34][C:35]2[CH:40]=[CH:39][C:38]([O:41][C:42]([F:45])([F:44])[F:43])=[CH:37][CH:36]=2)=[CH:30][CH:29]=1.C(=O)(O)[O-].[Na+].O, predict the reaction product. The product is: [CH3:1][O:2][C:3](=[O:26])[CH2:4][C:5]1[C:14]([CH3:15])=[C:13]([C:28]2[CH:29]=[CH:30][C:31]([S:34][C:35]3[CH:40]=[CH:39][C:38]([O:41][C:42]([F:44])([F:43])[F:45])=[CH:37][CH:36]=3)=[CH:32][CH:33]=2)[C:12]2[C:7](=[CH:8][CH:9]=[C:10]([F:25])[CH:11]=2)[CH:6]=1. (8) Given the reactants [Cl:1][C:2]1[CH:3]=[C:4]([CH:7]=[C:8]([CH2:10][CH:11]2[CH2:13][CH2:12]2)[CH:9]=1)[CH:5]=O.C1(S([CH2:23][C:24]#[N:25])(=O)=O)C=CC=CC=1.C(O[K])(C)=O.[N-:31]=[N+:32]=[N-:33].[Na+], predict the reaction product. The product is: [Cl:1][C:2]1[CH:3]=[C:4]([C:5]2[N:33]=[N:32][NH:31][C:23]=2[C:24]#[N:25])[CH:7]=[C:8]([CH2:10][CH:11]2[CH2:13][CH2:12]2)[CH:9]=1.